This data is from Acute oral toxicity (LD50) regression data from Zhu et al.. The task is: Regression/Classification. Given a drug SMILES string, predict its toxicity properties. Task type varies by dataset: regression for continuous values (e.g., LD50, hERG inhibition percentage) or binary classification for toxic/non-toxic outcomes (e.g., AMES mutagenicity, cardiotoxicity, hepatotoxicity). Dataset: ld50_zhu. (1) The compound is O=S1(=O)CC(Cl)C(Cl)C1. The rat oral LD50 is 2.59, given as -log10 of the dose in mol/kg body weight (higher means more acutely toxic). (2) The molecule is Cc1ccc(O)c([N+](=O)[O-])c1. The rat oral LD50 is 1.66, given as -log10 of the dose in mol/kg body weight (higher means more acutely toxic). (3) The compound is CCOP(=O)(CC)SCSCSP(=O)(CC)OCC. The rat oral LD50 is 5.33, given as -log10 of the dose in mol/kg body weight (higher means more acutely toxic).